This data is from Peptide-MHC class I binding affinity with 185,985 pairs from IEDB/IMGT. The task is: Regression. Given a peptide amino acid sequence and an MHC pseudo amino acid sequence, predict their binding affinity value. This is MHC class I binding data. (1) The peptide sequence is TYSAGIVQI. The MHC is HLA-B18:01 with pseudo-sequence HLA-B18:01. The binding affinity (normalized) is 0. (2) The binding affinity (normalized) is 0.0882. The peptide sequence is RRGWEVLKY. The MHC is HLA-B44:02 with pseudo-sequence HLA-B44:02. (3) The peptide sequence is AVITETIPI. The MHC is HLA-A02:02 with pseudo-sequence HLA-A02:02. The binding affinity (normalized) is 0.466. (4) The peptide sequence is HEREEELRKRL. The MHC is H-2-Kk with pseudo-sequence H-2-Kk. The binding affinity (normalized) is 0.463. (5) The peptide sequence is DCKTILKAL. The MHC is HLA-B53:01 with pseudo-sequence HLA-B53:01. The binding affinity (normalized) is 0.